From a dataset of Full USPTO retrosynthesis dataset with 1.9M reactions from patents (1976-2016). Predict the reactants needed to synthesize the given product. (1) Given the product [N:1]1[CH:6]=[CH:5][CH:4]=[C:3]([C:7]2[CH:11]=[C:10]([C:12]([F:13])([F:14])[F:15])[N:9]([C:16]3[N:21]=[CH:20][C:19]([NH:22][C:38]([CH:35]4[CH2:36][CH2:37][O:32][CH2:33][CH2:34]4)=[O:39])=[CH:18][CH:17]=3)[N:8]=2)[CH:2]=1, predict the reactants needed to synthesize it. The reactants are: [N:1]1[CH:6]=[CH:5][CH:4]=[C:3]([C:7]2[CH:11]=[C:10]([C:12]([F:15])([F:14])[F:13])[N:9]([C:16]3[N:21]=[CH:20][C:19]([NH2:22])=[CH:18][CH:17]=3)[N:8]=2)[CH:2]=1.C(N(CC)C(C)C)(C)C.[O:32]1[CH2:37][CH2:36][CH:35]([C:38](Cl)=[O:39])[CH2:34][CH2:33]1. (2) Given the product [CH:38]1([N:28]2[CH2:29][CH2:30][CH:23]([O:22][C:20]3[CH:19]=[CH:18][C:15]([C:16]4[N:12]([CH3:11])[C:1](=[O:10])[C:2]5[C:3](=[CH:5][CH:6]=[CH:7][CH:8]=5)[N:4]=4)=[C:14]([F:13])[CH:21]=3)[CH2:26][CH2:27]2)[CH2:42][CH2:41][CH2:40][CH2:39]1, predict the reactants needed to synthesize it. The reactants are: [C:1]([OH:10])(=O)[C:2]1[C:3](=[CH:5][CH:6]=[CH:7][CH:8]=1)[NH2:4].[CH3:11][NH2:12].[F:13][C:14]1[CH:21]=[C:20]([O:22][CH3:23])[CH:19]=[CH:18][C:15]=1[CH:16]=O.OC1[CH2:30][CH2:29][N:28](C(OC(C)(C)C)=O)[CH2:27][CH2:26]1.[C:38]1(=O)[CH2:42][CH2:41][CH2:40][CH2:39]1. (3) The reactants are: [CH:1]([C:4]1[CH:5]=[CH:6][C:7]([S:10]([NH:13][C:14]2[C:19]([O:20][C:21]3[CH:26]=[CH:25][CH:24]=[CH:23][C:22]=3[O:27][CH3:28])=[C:18](Cl)[N:17]=[C:16]([C:30]3[CH:35]=[CH:34][N:33]=[CH:32][CH:31]=3)[N:15]=2)(=[O:12])=[O:11])=[N:8][CH:9]=1)([CH3:3])[CH3:2].[CH3:36][O:37][CH2:38][C:39]#[C:40][CH2:41][OH:42].C(O)C#CCO.COS(OC)(=O)=O.[H-].[Na+]. Given the product [CH:1]([C:4]1[CH:5]=[CH:6][C:7]([S:10]([NH:13][C:14]2[C:19]([O:20][C:21]3[CH:26]=[CH:25][CH:24]=[CH:23][C:22]=3[O:27][CH3:28])=[C:18]([O:42][CH2:41][C:40]#[C:39][CH2:38][O:37][CH3:36])[N:17]=[C:16]([C:30]3[CH:35]=[CH:34][N:33]=[CH:32][CH:31]=3)[N:15]=2)(=[O:12])=[O:11])=[N:8][CH:9]=1)([CH3:3])[CH3:2], predict the reactants needed to synthesize it. (4) The reactants are: [Cl:1][C:2]1[C:10]2[N:9]=[CH:8][N:7]([CH:11]3[CH2:16][CH2:15][CH2:14][CH2:13][O:12]3)[C:6]=2[CH:5]=[CH:4][C:3]=1[CH2:17][N:18](C)[C:19](=O)OC(C)(C)C.Cl.O1CCOCC1. Given the product [Cl:1][C:2]1[C:10]2[N:9]=[CH:8][N:7]([CH:11]3[CH2:16][CH2:15][CH2:14][CH2:13][O:12]3)[C:6]=2[CH:5]=[CH:4][C:3]=1[CH2:17][NH:18][CH3:19], predict the reactants needed to synthesize it.